Dataset: Forward reaction prediction with 1.9M reactions from USPTO patents (1976-2016). Task: Predict the product of the given reaction. (1) Given the reactants [C:1]([Si:5]([O:8][C@@H:9]1[C:17]2[C:12](=[C:13](B3OC(C)(C)C(C)(C)O3)[CH:14]=[CH:15][C:16]=2[F:18])[CH2:11][CH2:10]1)([CH3:7])[CH3:6])([CH3:4])([CH3:3])[CH3:2].Br[C:29]1[C:30]([F:35])=[N:31][CH:32]=[CH:33][CH:34]=1.BrC1C=CC(F)=C2C=1CC[C@H]2OC1C=CC2[C@H](CC(OC)=O)COC=2C=1, predict the reaction product. The product is: [Si:5]([O:8][C@@H:9]1[C:17]2[C:12](=[C:13]([C:29]3[C:30]([F:35])=[N:31][CH:32]=[CH:33][CH:34]=3)[CH:14]=[CH:15][C:16]=2[F:18])[CH2:11][CH2:10]1)([C:1]([CH3:3])([CH3:4])[CH3:2])([CH3:6])[CH3:7]. (2) Given the reactants Cl.[CH2:2]([C:4]1[CH:17]=[C:16]2[C:7]([C:8](=[O:18])[O:9][C:10]32[CH2:15][CH2:14][NH:13][CH2:12][CH2:11]3)=[CH:6][CH:5]=1)[CH3:3].[C:19]1([C:25]2[N:26]=[CH:27][C:28]([NH:31][C:32](=O)[O:33]C3C=CC=CC=3)=[N:29][CH:30]=2)[CH:24]=[CH:23][CH:22]=[CH:21][CH:20]=1.[OH-].[Na+], predict the reaction product. The product is: [CH2:2]([C:4]1[CH:17]=[C:16]2[C:7]([C:8](=[O:18])[O:9][C:10]32[CH2:11][CH2:12][N:13]([C:32]([NH:31][C:28]2[CH:27]=[N:26][C:25]([C:19]4[CH:20]=[CH:21][CH:22]=[CH:23][CH:24]=4)=[CH:30][N:29]=2)=[O:33])[CH2:14][CH2:15]3)=[CH:6][CH:5]=1)[CH3:3]. (3) The product is: [CH:17]([C:10]1[C:11]2[C:16](=[CH:15][CH:14]=[CH:13][CH:12]=2)[CH:7]=[C:26]([C:27]([O:29][CH3:28])=[O:31])[CH:9]=1)=[O:18]. Given the reactants FC(F)(F)S(O[C:7]1[C:16]2[C:11](=[CH:12][CH:13]=[CH:14][CH:15]=2)[C:10]([CH:17]=[O:18])=[CH:9]C=1)(=O)=O.C(N([CH2:26][CH3:27])CC)C.[CH3:28][OH:29].[C]=[O:31].[Cl-].[NH4+], predict the reaction product. (4) Given the reactants [C:1]([O:5][C:6](=[O:29])[CH:7]([C:15]1[CH:20]=[C:19]([C:21]([O:23][CH3:24])=[O:22])[C:18]([F:25])=[CH:17][C:16]=1[N+:26]([O-])=O)[C:8]([O:10][C:11]([CH3:14])([CH3:13])[CH3:12])=[O:9])([CH3:4])([CH3:3])[CH3:2], predict the reaction product. The product is: [C:11]([O:10][C:8](=[O:9])[CH:7]([C:15]1[CH:20]=[C:19]([C:21]([O:23][CH3:24])=[O:22])[C:18]([F:25])=[CH:17][C:16]=1[NH2:26])[C:6]([O:5][C:1]([CH3:4])([CH3:3])[CH3:2])=[O:29])([CH3:12])([CH3:13])[CH3:14].